This data is from Reaction yield outcomes from USPTO patents with 853,638 reactions. The task is: Predict the reaction yield, written as a fraction of the theoretical maximum amount of product (1.0 means a 100% yield; for example, 0.34 means a 34% yield). (1) The reactants are [N+:1]([C:4]1[CH:9]=[CH:8][C:7]([C:10]2[S:11][C:12]3[CH:17]=[CH:16][N:15]=[CH:14][C:13]=3[N:18]=2)=[CH:6][CH:5]=1)([O-])=O.[NH4+].[Cl-]. The product is [S:11]1[C:12]2[CH:17]=[CH:16][N:15]=[CH:14][C:13]=2[N:18]=[C:10]1[C:7]1[CH:6]=[CH:5][C:4]([NH2:1])=[CH:9][CH:8]=1. The catalyst is CO.O.[Fe]. The yield is 0.600. (2) The reactants are C(OC(=O)[NH:7][CH:8]1[CH2:13][CH2:12][CH:11]([CH2:14][NH:15][C:16]2[C:21]([N+:22]([O-:24])=[O:23])=[CH:20][N:19]=[C:18]([NH:25][CH2:26][C:27](=[O:33])[N:28]3[CH2:32][CH2:31][CH2:30][CH2:29]3)[N:17]=2)[CH2:10][CH2:9]1)(C)(C)C.C(O)(C(F)(F)F)=O.C([O-])(O)=O.[Na+]. The catalyst is C(Cl)Cl. The product is [NH2:7][C@H:8]1[CH2:9][CH2:10][C@H:11]([CH2:14][NH:15][C:16]2[C:21]([N+:22]([O-:24])=[O:23])=[CH:20][N:19]=[C:18]([NH:25][CH2:26][C:27](=[O:33])[N:28]3[CH2:32][CH2:31][CH2:30][CH2:29]3)[N:17]=2)[CH2:12][CH2:13]1. The yield is 0.830. (3) The reactants are [I-].ClC1C=CC=C[N+]=1C.CCN(C(C)C)C(C)C.[NH2:19][C:20]1[CH:29]=[CH:28][C:23]([C:24]([O:26][CH3:27])=[O:25])=[CH:22][N:21]=1.[Br:30][C:31]1[CH:39]=[CH:38][C:34]([C:35](O)=[O:36])=[CH:33][N:32]=1. The catalyst is C1COCC1. The product is [Br:30][C:31]1[CH:39]=[CH:38][C:34]([C:35]([NH:19][C:20]2[CH:29]=[CH:28][C:23]([C:24]([O:26][CH3:27])=[O:25])=[CH:22][N:21]=2)=[O:36])=[CH:33][N:32]=1. The yield is 0.654. (4) The product is [Cl:26][C:9]1[CH:10]=[CH:2][NH:1][C:27](=[O:28])[C:23]=1[C:22]1[NH:1][C:2]2[C:10]([N:11]=1)=[CH:9][C:8]1[C:7](=[O:14])[N:6]([CH:15]([CH3:20])[CH2:16][N:17]([CH3:19])[CH3:18])[C:5](=[O:21])[C:4]=1[CH:3]=2. The yield is 0.800. The catalyst is O1CCOCC1.O.[Pd]. The reactants are [NH2:1][C:2]1[CH:3]=[C:4]2[C:8](=[CH:9][C:10]=1[N+:11]([O-])=O)[C:7](=[O:14])[N:6]([CH:15]([CH3:20])[CH2:16][N:17]([CH3:19])[CH3:18])[C:5]2=[O:21].[CH3:22][C:23](O)=O.[ClH:26].[CH3:27][OH:28]. (5) The reactants are [NH2:1][CH2:2][CH2:3][N:4]1[C:12]2[C:7](=[CH:8][CH:9]=[C:10]([C:13]([O:15][CH3:16])=[O:14])[CH:11]=2)[C:6]([CH:17]2[CH2:22][CH2:21][CH2:20][CH2:19][CH2:18]2)=[C:5]1[Br:23].[C:24](O[C:24]([O:26][C:27]([CH3:30])([CH3:29])[CH3:28])=[O:25])([O:26][C:27]([CH3:30])([CH3:29])[CH3:28])=[O:25].O. The catalyst is C(OCC)(=O)C.C(=O)([O-])O.[Na+]. The product is [Br:23][C:5]1[N:4]([CH2:3][CH2:2][NH:1][C:24]([O:26][C:27]([CH3:30])([CH3:29])[CH3:28])=[O:25])[C:12]2[C:7]([C:6]=1[CH:17]1[CH2:22][CH2:21][CH2:20][CH2:19][CH2:18]1)=[CH:8][CH:9]=[C:10]([C:13]([O:15][CH3:16])=[O:14])[CH:11]=2. The yield is 0.740. (6) The reactants are C(OC([N:8]1[C:13]2([C:16]([OH:18])=[O:17])[CH2:14][CH2:15][CH:9]1[CH2:10][O:11][CH2:12]2)=O)(C)(C)C.C(O)(C(F)(F)F)=O. The catalyst is C(Cl)Cl. The product is [CH:9]12[NH:8][C:13]([C:16]([OH:18])=[O:17])([CH2:14][CH2:15]1)[CH2:12][O:11][CH2:10]2. The yield is 0.850. (7) The reactants are [C:1]1([C:7]2[CH:16]=[CH:15][CH:14]=[C:13]3[C:8]=2[C:9]([NH:28][CH2:29][C:30]2[CH:35]=[CH:34][CH:33]=[CH:32][N:31]=2)=[N:10][N:11]=[C:12]3[C:17]2[CH:18]=[N:19][CH:20]=[C:21]([CH:27]=2)[C:22]([O:24]CC)=[O:23])[CH:6]=[CH:5][CH:4]=[CH:3][CH:2]=1.[Li+].[OH-]. The catalyst is CCO.C1COCC1.O. The product is [C:1]1([C:7]2[CH:16]=[CH:15][CH:14]=[C:13]3[C:8]=2[C:9]([NH:28][CH2:29][C:30]2[CH:35]=[CH:34][CH:33]=[CH:32][N:31]=2)=[N:10][N:11]=[C:12]3[C:17]2[CH:18]=[N:19][CH:20]=[C:21]([CH:27]=2)[C:22]([OH:24])=[O:23])[CH:2]=[CH:3][CH:4]=[CH:5][CH:6]=1. The yield is 0.133. (8) The reactants are C1(S([N:10]2[C:14]3[CH:15]=[N:16][C:17]([C:30]#[N:31])=[C:18]([O:19][CH:20]4[CH2:25][CH2:24][N:23]([CH2:26][CH:27]([F:29])[F:28])[CH2:22][CH2:21]4)[C:13]=3[C:12]3[CH:32]=[CH:33][CH:34]=[N:35][C:11]2=3)(=O)=O)C=CC=CC=1.C(=O)([O-])[O-].[K+].[K+]. The catalyst is CO. The product is [F:29][CH:27]([F:28])[CH2:26][N:23]1[CH2:22][CH2:21][CH:20]([O:19][C:18]2[C:13]3[C:12]4[CH:32]=[CH:33][CH:34]=[N:35][C:11]=4[NH:10][C:14]=3[CH:15]=[N:16][C:17]=2[C:30]#[N:31])[CH2:25][CH2:24]1. The yield is 0.730.